Dataset: Peptide-MHC class I binding affinity with 185,985 pairs from IEDB/IMGT. Task: Regression. Given a peptide amino acid sequence and an MHC pseudo amino acid sequence, predict their binding affinity value. This is MHC class I binding data. (1) The peptide sequence is QLPQFEEIRNL. The MHC is Mamu-A02 with pseudo-sequence Mamu-A02. The binding affinity (normalized) is 0. (2) The peptide sequence is REITFHGAK. The MHC is HLA-B18:01 with pseudo-sequence HLA-B18:01. The binding affinity (normalized) is 0.343. (3) The peptide sequence is LVIGVAFLAV. The MHC is HLA-A02:01 with pseudo-sequence HLA-A02:01. The binding affinity (normalized) is 0.461. (4) The MHC is HLA-A26:01 with pseudo-sequence HLA-A26:01. The peptide sequence is IYLPIVHPF. The binding affinity (normalized) is 0.0847. (5) The peptide sequence is EMIQLQEEL. The MHC is HLA-A02:03 with pseudo-sequence HLA-A02:03. The binding affinity (normalized) is 0.0307. (6) The peptide sequence is KYLFSPNML. The MHC is HLA-A24:03 with pseudo-sequence HLA-A24:03. The binding affinity (normalized) is 0.949. (7) The MHC is HLA-A33:01 with pseudo-sequence HLA-A33:01. The binding affinity (normalized) is 0. The peptide sequence is VPLDEDFRKY.